From a dataset of Reaction yield outcomes from USPTO patents with 853,638 reactions. Predict the reaction yield, written as a fraction of the theoretical maximum amount of product (1.0 means a 100% yield; for example, 0.34 means a 34% yield). (1) The reactants are Br[C:2]1[CH:7]=[CH:6][C:5]([C:8]2[CH:13]=[CH:12][CH:11]=[CH:10][CH:9]=2)=[CH:4][CH:3]=1.[CH3:14][O:15][C:16]1[CH:21]=[CH:20][C:19]([OH:22])=[CH:18][CH:17]=1.C(=O)([O-])[O-].[Cs+].[Cs+]. The catalyst is O1CCOCC1.O.C(OCC)(=O)C.Cl.CN(C)CC(O)=O. The product is [CH3:14][O:15][C:16]1[CH:21]=[CH:20][C:19]([O:22][C:2]2[CH:7]=[CH:6][C:5]([C:8]3[CH:13]=[CH:12][CH:11]=[CH:10][CH:9]=3)=[CH:4][CH:3]=2)=[CH:18][CH:17]=1. The yield is 1.00. (2) The reactants are C1(S([N:10]2[C:14]3=[N:15][CH:16]=[C:17]([CH:19]4[CH2:23][O:22][C:21]([CH3:25])([CH3:24])[O:20]4)[CH:18]=[C:13]3[CH:12]=[C:11]2[C:26]([C:33]2[CH:38]=[CH:37][C:36]([S:39]([CH3:42])(=[O:41])=[O:40])=[CH:35][CH:34]=2)=[CH:27][CH:28]2[CH2:32][CH2:31][CH2:30][CH2:29]2)(=O)=O)C=CC=CC=1.[OH-].[Na+]. The catalyst is C(O)C. The product is [CH:28]1([CH:27]=[C:26]([C:11]2[NH:10][C:14]3=[N:15][CH:16]=[C:17]([CH:19]4[CH2:23][O:22][C:21]([CH3:24])([CH3:25])[O:20]4)[CH:18]=[C:13]3[CH:12]=2)[C:33]2[CH:38]=[CH:37][C:36]([S:39]([CH3:42])(=[O:41])=[O:40])=[CH:35][CH:34]=2)[CH2:32][CH2:31][CH2:30][CH2:29]1. The yield is 0.810. (3) The reactants are [C:1]([O:5][C:6]([N:8]1[CH2:13][CH2:12][CH:11]([OH:14])[CH2:10][CH2:9]1)=[O:7])([CH3:4])([CH3:3])[CH3:2].[C:15]1([CH3:25])[CH:20]=[CH:19][C:18]([S:21](Cl)(=[O:23])=[O:22])=[CH:17][CH:16]=1.C(N(CC)CC)C.O. The catalyst is N1C=CC=CC=1. The product is [C:1]([O:5][C:6]([N:8]1[CH2:13][CH2:12][CH:11]([O:14][S:21]([C:18]2[CH:19]=[CH:20][C:15]([CH3:25])=[CH:16][CH:17]=2)(=[O:23])=[O:22])[CH2:10][CH2:9]1)=[O:7])([CH3:4])([CH3:2])[CH3:3]. The yield is 0.760. (4) The reactants are [CH3:1][C:2]([CH3:32])([CH2:7][N:8]1[CH2:13][CH2:12][CH:11]([CH2:14][NH:15][C:16]([N:18]2[C:26]3[C:21](=[CH:22][CH:23]=[CH:24][CH:25]=3)[C:20]3([CH2:30][CH2:29][CH2:28][CH2:27]3)[C:19]2=[O:31])=[O:17])[CH2:10][CH2:9]1)[C:3]([O:5]C)=[O:4].OS(O)(=O)=O.C([O-])(O)=O.[Na+].C(Cl)Cl. The catalyst is C(O)(=O)C.O. The product is [CH3:1][C:2]([CH3:32])([CH2:7][N:8]1[CH2:13][CH2:12][CH:11]([CH2:14][NH:15][C:16]([N:18]2[C:26]3[C:21](=[CH:22][CH:23]=[CH:24][CH:25]=3)[C:20]3([CH2:30][CH2:29][CH2:28][CH2:27]3)[C:19]2=[O:31])=[O:17])[CH2:10][CH2:9]1)[C:3]([OH:5])=[O:4]. The yield is 0.800. (5) The reactants are [CH3:1][N:2]([C:11]1[CH:12]=[CH:13][CH:14]=[C:15]2[C:19]=1[NH:18][C:17]([C:20]1[S:21][CH:22]([CH2:25][CH:26]=O)[CH2:23][N:24]=1)=[CH:16]2)[S:3]([C:6]1[S:7][CH:8]=[CH:9][CH:10]=1)(=[O:5])=[O:4].[NH2:28][CH2:29][CH2:30][OH:31].[BH4-].[Na+]. The catalyst is CO.C(OCC)(=O)C. The product is [OH:31][CH2:30][CH2:29][NH:28][CH2:26][CH2:25][CH:22]1[S:21][C:20]([C:17]2[NH:18][C:19]3[C:15]([CH:16]=2)=[CH:14][CH:13]=[CH:12][C:11]=3[N:2]([CH3:1])[S:3]([C:6]2[S:7][CH:8]=[CH:9][CH:10]=2)(=[O:5])=[O:4])=[N:24][CH2:23]1. The yield is 0.670. (6) The reactants are [Br:1][C:2]1[C:7]([O:8][CH3:9])=[CH:6][C:5]([C:10]2[O:14][N:13]=[C:12]([CH:15]([O:31]C(OCC)C)[CH:16]([C:19]3[CH:24]=[CH:23][C:22]([N:25]4[CH2:30][CH2:29][O:28][CH2:27][CH2:26]4)=[CH:21][CH:20]=3)[O:17][CH3:18])[N:11]=2)=[CH:4][C:3]=1[O:37][CH3:38].C1(C)C=CC(S([O-])(=O)=O)=CC=1.[NH+]1C=CC=CC=1. The catalyst is CO. The product is [Br:1][C:2]1[C:3]([O:37][CH3:38])=[CH:4][C:5]([C:10]2[O:14][N:13]=[C:12]([CH:15]([OH:31])[CH:16]([O:17][CH3:18])[C:19]3[CH:24]=[CH:23][C:22]([N:25]4[CH2:30][CH2:29][O:28][CH2:27][CH2:26]4)=[CH:21][CH:20]=3)[N:11]=2)=[CH:6][C:7]=1[O:8][CH3:9]. The yield is 0.790.